Predict which catalyst facilitates the given reaction. From a dataset of Catalyst prediction with 721,799 reactions and 888 catalyst types from USPTO. (1) Reactant: [NH2:1][C:2]1[CH:3]=[C:4]2[C:8](=[CH:9][CH:10]=1)[CH2:7][C@:6]1([C:14](=[O:15])[NH:13][C:12](=[O:16])[N:11]1[CH3:17])[CH2:5]2.[Cl:18]N1C(=O)CCC1=O. Product: [NH2:1][C:2]1[C:3]([Cl:18])=[C:4]2[C:8](=[CH:9][CH:10]=1)[CH2:7][C@:6]1([C:14](=[O:15])[NH:13][C:12](=[O:16])[N:11]1[CH3:17])[CH2:5]2. The catalyst class is: 52. (2) Reactant: [CH2:1]([O:3][C:4]1[CH:5]=[C:6]2[C:11](=[C:12]([N+:14]([O-])=O)[CH:13]=1)[N:10]=[CH:9][CH:8]=[CH:7]2)[CH3:2].[Sn](Cl)Cl. Product: [CH2:1]([O:3][C:4]1[CH:5]=[C:6]2[C:11](=[C:12]([NH2:14])[CH:13]=1)[N:10]=[CH:9][CH:8]=[CH:7]2)[CH3:2]. The catalyst class is: 33.